The task is: Predict the reactants needed to synthesize the given product.. This data is from Full USPTO retrosynthesis dataset with 1.9M reactions from patents (1976-2016). (1) Given the product [Br:1][C:2]1[CH:3]=[CH:4][CH:5]=[C:6]2[C:11]=1[N:10]=[C:9]([NH:12][C:13]([CH3:16])([CH3:15])[CH3:14])[C:8]([F:35])=[N:7]2.[Br:18][C:19]1[CH:28]=[CH:27][CH:26]=[C:25]2[C:20]=1[N:21]=[C:22]([F:35])[C:23]([NH:29][C:30]([CH3:33])([CH3:32])[CH3:31])=[N:24]2, predict the reactants needed to synthesize it. The reactants are: [Br:1][C:2]1[CH:3]=[CH:4][CH:5]=[C:6]2[C:11]=1[N:10]=[C:9]([NH:12][C:13]([CH3:16])([CH3:15])[CH3:14])[C:8](Cl)=[N:7]2.[Br:18][C:19]1[CH:28]=[CH:27][CH:26]=[C:25]2[C:20]=1[N:21]=[C:22](Cl)[C:23]([NH:29][C:30]([CH3:33])([CH3:32])[CH3:31])=[N:24]2.[F-:35].[K+]. (2) Given the product [CH:3]([O:30][C:29](=[O:31])[CH2:28][CH2:27][CH2:26][C:25]#[C:24][CH2:23][N:17]1[C:18](=[O:22])[CH2:19][CH2:20][CH2:21][C@@H:16]1/[CH:15]=[CH:14]/[CH:13]([OH:12])[CH2:32][C:33]1[CH:34]=[CH:35][CH:36]=[CH:37][CH:38]=1)([CH3:4])[CH3:2], predict the reactants needed to synthesize it. The reactants are: N12CCCN=C1CC[CH2:4][CH2:3][CH2:2]2.[OH:12][CH:13]([CH2:32][C:33]1[CH:38]=[CH:37][CH:36]=[CH:35][CH:34]=1)/[CH:14]=[CH:15]/[C@H:16]1[CH2:21][CH2:20][CH2:19][C:18](=[O:22])[N:17]1[CH2:23][C:24]#[C:25][CH2:26][CH2:27][CH2:28][C:29]([OH:31])=[O:30].IC(C)C.